Task: Predict which catalyst facilitates the given reaction.. Dataset: Catalyst prediction with 721,799 reactions and 888 catalyst types from USPTO (1) The catalyst class is: 49. Product: [Br:1][C:2]1[CH:3]=[C:4]([CH3:27])[C:5]([CH:8]2[CH2:13][C:12]([CH3:28])([S:14]([C:17]3[CH:22]=[CH:21][CH:20]=[C:19]([C:23]([F:26])([F:25])[F:24])[CH:18]=3)(=[O:16])=[O:15])[CH2:11][CH2:10][O:9]2)=[N:6][CH:7]=1. Reactant: [Br:1][C:2]1[CH:3]=[C:4]([CH3:27])[C:5]([CH:8]2[CH2:13][CH:12]([S:14]([C:17]3[CH:22]=[CH:21][CH:20]=[C:19]([C:23]([F:26])([F:25])[F:24])[CH:18]=3)(=[O:16])=[O:15])[CH2:11][CH2:10][O:9]2)=[N:6][CH:7]=1.[CH3:28]C([O-])(C)C.[K+]. (2) The catalyst class is: 47. Reactant: [O:1]=[C:2]1[C:8]2[CH:9]=[CH:10][CH:11]=[CH:12][C:7]=2[S:6][CH2:5][CH:4]2[CH2:13][CH2:14][CH:15]([C:17]([OH:19])=O)[CH2:16][N:3]12.C1N=C[N:22](C(N2C=NC=C2)=O)C=1.[OH-].[NH4+]. Product: [O:1]=[C:2]1[C:8]2[CH:9]=[CH:10][CH:11]=[CH:12][C:7]=2[S:6][CH2:5][CH:4]2[CH2:13][CH2:14][CH:15]([C:17]([NH2:22])=[O:19])[CH2:16][N:3]12.